From a dataset of Reaction yield outcomes from USPTO patents with 853,638 reactions. Predict the reaction yield, written as a fraction of the theoretical maximum amount of product (1.0 means a 100% yield; for example, 0.34 means a 34% yield). (1) The reactants are [N+:1]([C:4]1[CH:5]=[C:6]([N:16]2[CH2:21][CH2:20][O:19][CH2:18][CH2:17]2)[CH:7]=[CH:8][C:9]=1[N:10]1[CH2:15][CH2:14][CH2:13][CH2:12][CH2:11]1)([O-])=O.[C:22]([C:24]1[O:28][C:27]([C:29](O)=[O:30])=[CH:26][CH:25]=1)#[N:23].C(Cl)(=O)C(Cl)=O.CCN(C(C)C)C(C)C. The catalyst is [Pd]. The product is [N:16]1([C:6]2[CH:7]=[CH:8][C:9]([N:10]3[CH2:15][CH2:14][CH2:13][CH2:12][CH2:11]3)=[C:4]([NH:1][C:29]([C:27]3[O:28][C:24]([C:22]#[N:23])=[CH:25][CH:26]=3)=[O:30])[CH:5]=2)[CH2:21][CH2:20][O:19][CH2:18][CH2:17]1. The yield is 0.450. (2) The reactants are [C:1](Cl)(=[O:11])[CH2:2][CH2:3][CH2:4][CH2:5][CH2:6][CH2:7][CH2:8][CH2:9][CH3:10].[CH2:13]([O:20][C:21]1[CH:22]=[C:23]([CH:37]=[CH:38][CH:39]=1)[C:24]([NH:26][C:27]1[CH:32]=[CH:31][CH:30]=[CH:29][C:28]=1[S:33](=[O:36])(=[O:35])[NH2:34])=[O:25])[CH2:14][CH2:15][CH2:16][CH2:17][CH2:18][CH3:19]. The catalyst is CN(C)C1C=CN=CC=1.O1CCCC1. The product is [CH2:13]([O:20][C:21]1[CH:22]=[C:23]([CH:37]=[CH:38][CH:39]=1)[C:24]([NH:26][C:27]1[CH:32]=[CH:31][CH:30]=[CH:29][C:28]=1[S:33]([NH:34][C:1](=[O:11])[CH2:2][CH2:3][CH2:4][CH2:5][CH2:6][CH2:7][CH2:8][CH2:9][CH3:10])(=[O:36])=[O:35])=[O:25])[CH2:14][CH2:15][CH2:16][CH2:17][CH2:18][CH3:19]. The yield is 0.910. (3) The product is [Cl:1][S:2]([C:5]1[C:15]([CH3:16])=[CH:14][C:8]([O:9][CH2:10][C:11]([O:25][CH2:18][C:19]2[CH:24]=[CH:23][CH:22]=[CH:21][CH:20]=2)=[O:12])=[CH:7][C:6]=1[CH3:17])(=[O:4])=[O:3]. The reactants are [Cl:1][S:2]([C:5]1[C:15]([CH3:16])=[CH:14][C:8]([O:9][CH2:10][C:11](Cl)=[O:12])=[CH:7][C:6]=1[CH3:17])(=[O:4])=[O:3].[CH2:18]([OH:25])[C:19]1[CH:24]=[CH:23][CH:22]=[CH:21][CH:20]=1.CCN(CC)CC.Cl. The catalyst is C1COCC1.CN(C1C=CN=CC=1)C. The yield is 0.160. (4) The reactants are [CH3:1][C:2]1([CH3:33])[CH2:10][C:9]2[N:8]([C:11]3[CH:18]=[C:17]([NH:19][CH:20]4[CH2:25][CH2:24][CH:23]([OH:26])[CH2:22][CH2:21]4)[C:14]([C:15]#[N:16])=[C:13]([F:27])[CH:12]=3)[N:7]=[C:6]([C:28]([F:31])([F:30])[F:29])[C:5]=2[C:4](=[O:32])[CH2:3]1.CS(C)=[O:36].[OH-].[Na+].OO. The catalyst is CCO. The product is [CH3:1][C:2]1([CH3:33])[CH2:10][C:9]2[N:8]([C:11]3[CH:18]=[C:17]([NH:19][C@H:20]4[CH2:21][CH2:22][C@H:23]([OH:26])[CH2:24][CH2:25]4)[C:14]([C:15]([NH2:16])=[O:36])=[C:13]([F:27])[CH:12]=3)[N:7]=[C:6]([C:28]([F:30])([F:31])[F:29])[C:5]=2[C:4](=[O:32])[CH2:3]1. The yield is 0.784. (5) The reactants are O[CH2:2][CH:3]1[CH:12]([C:13](NC2C=CC=C(OC)C=2)=[O:14])[C:11]2[C:6](=[CH:7][CH:8]=[CH:9][CH:10]=2)[C:5](=[O:24])[N:4]1[CH2:25][CH2:26][O:27][CH3:28].CC(OI1(OC(C)=O)(OC(C)=O)O[C:40](=O)[C:39]2C=CC=C[C:34]1=2)=O.C([O-])(O)=O.[Na+].[O-][S:57]([O-])(=S)=O.[Na+].[Na+]. The catalyst is ClCCl. The product is [CH3:28][O:27][CH2:26][CH2:25][N:4]1[CH:3]([C:2]2[S:57][CH:34]=[CH:39][CH:40]=2)[CH:12]([CH:13]=[O:14])[C:11]2[C:6](=[CH:7][CH:8]=[CH:9][CH:10]=2)[C:5]1=[O:24]. The yield is 0.970. (6) The reactants are [Br:1][C:2]1[CH:3]=[C:4]2[C:8](=[CH:9][CH:10]=1)[NH:7][CH2:6][CH2:5]2.[N+:11]([O-])([O-:13])=[O:12].[K+].C([O-])([O-])=O.[Na+].[Na+]. The catalyst is OS(O)(=O)=O. The product is [Br:1][C:2]1[CH:3]=[C:4]2[C:8](=[CH:9][C:10]=1[N+:11]([O-:13])=[O:12])[NH:7][CH2:6][CH2:5]2. The yield is 0.760.